From a dataset of Full USPTO retrosynthesis dataset with 1.9M reactions from patents (1976-2016). Predict the reactants needed to synthesize the given product. (1) Given the product [F:75][C:74]([F:77])([F:76])[C:72]([O-:78])=[O:73].[CH3:37][O:36][C:31]1[C:30]2[C:29]3[C:28]([O:39][CH3:40])=[CH:27][CH:26]=[C:25]([CH:38]=3)[CH2:24][C@@H:23]([C:41]([O:43][CH3:44])=[O:42])[NH:22][C:21](=[O:45])[C@H:20]([CH3:46])[NH:19][C:18](=[O:47])[C@@H:17]([N:16]([CH3:48])[C:14](=[O:15])[C@@H:13]([NH:49][C:50](=[O:71])[CH2:51][CH2:52][NH:53][C:54]([C:56]3[CH:61]=[CH:60][C:59]([C:62]4[CH:63]=[CH:64][C:65]([CH2:68][CH2:69][CH3:70])=[CH:66][CH:67]=4)=[CH:58][CH:57]=3)=[O:55])[CH2:12][CH2:11][CH2:10][CH2:9][NH3+:8])[C:34]([CH:35]=2)=[CH:33][CH:32]=1, predict the reactants needed to synthesize it. The reactants are: C(OC([NH:8][CH2:9][CH2:10][CH2:11][CH2:12][C@H:13]([NH:49][C:50](=[O:71])[CH2:51][CH2:52][NH:53][C:54]([C:56]1[CH:61]=[CH:60][C:59]([C:62]2[CH:67]=[CH:66][C:65]([CH2:68][CH2:69][CH3:70])=[CH:64][CH:63]=2)=[CH:58][CH:57]=1)=[O:55])[C:14]([N:16]([CH3:48])[C@H:17]1[C:34]2[CH:35]=[C:30]([C:31]([O:36][CH3:37])=[CH:32][CH:33]=2)[C:29]2=[CH:38][C:25](=[CH:26][CH:27]=[C:28]2[O:39][CH3:40])[CH2:24][C@@H:23]([C:41]([O:43][CH3:44])=[O:42])[NH:22][C:21](=[O:45])[C@H:20]([CH3:46])[NH:19][C:18]1=[O:47])=[O:15])=O)(C)(C)C.[C:72]([OH:78])([C:74]([F:77])([F:76])[F:75])=[O:73].C1(C)C=CC=CC=1. (2) Given the product [F:24][C:21]1[CH:22]=[CH:23][C:18]([C:8]2([C:5]3[CH:4]=[CH:3][C:2]([F:1])=[CH:7][CH:6]=3)[CH2:12][CH2:11][N:10]([CH2:13][C:14](=[O:15])[N:32]3[CH2:31][C:30]4[C:34](=[CH:35][CH:36]=[C:28]([C:27]([F:26])([F:38])[F:37])[CH:29]=4)[CH2:33]3)[C:9]2=[O:17])=[CH:19][CH:20]=1, predict the reactants needed to synthesize it. The reactants are: [F:1][C:2]1[CH:7]=[CH:6][C:5]([C:8]2([C:18]3[CH:23]=[CH:22][C:21]([F:24])=[CH:20][CH:19]=3)[CH2:12][CH2:11][N:10]([CH2:13][C:14](O)=[O:15])[C:9]2=[O:17])=[CH:4][CH:3]=1.Br.[F:26][C:27]([F:38])([F:37])[C:28]1[CH:29]=[C:30]2[C:34](=[CH:35][CH:36]=1)[CH2:33][NH:32][CH2:31]2.C(N=C=NCCCN(C)C)C. (3) The reactants are: [Cl:1][C:2]1[CH:11]=[CH:10][C:9]2[C:8]([NH2:12])=[CH:7][CH:6]=[CH:5][C:4]=2[N:3]=1.[C:13]12([CH2:23][C:24](Cl)=[O:25])[CH2:22][CH:17]3[CH2:18][CH:19]([CH2:21][CH:15]([CH2:16]3)[CH2:14]1)[CH2:20]2. Given the product [C:13]12([CH2:23][C:24]([NH:12][C:8]3[CH:7]=[CH:6][CH:5]=[C:4]4[C:9]=3[CH:10]=[CH:11][C:2]([Cl:1])=[N:3]4)=[O:25])[CH2:20][CH:19]3[CH2:18][CH:17]([CH2:16][CH:15]([CH2:21]3)[CH2:14]1)[CH2:22]2, predict the reactants needed to synthesize it.